This data is from Peptide-MHC class I binding affinity with 185,985 pairs from IEDB/IMGT. The task is: Regression. Given a peptide amino acid sequence and an MHC pseudo amino acid sequence, predict their binding affinity value. This is MHC class I binding data. (1) The peptide sequence is ILQDRIRMY. The MHC is HLA-A11:01 with pseudo-sequence HLA-A11:01. The binding affinity (normalized) is 0.0847. (2) The peptide sequence is VLLLVTHYAI. The MHC is HLA-A02:01 with pseudo-sequence HLA-A02:01. The binding affinity (normalized) is 0.502. (3) The peptide sequence is GLSDRVVFV. The MHC is HLA-A02:03 with pseudo-sequence HLA-A02:03. The binding affinity (normalized) is 0.994. (4) The peptide sequence is LIDTTSRELK. The MHC is HLA-A11:01 with pseudo-sequence HLA-A11:01. The binding affinity (normalized) is 0.530. (5) The peptide sequence is IPYLRNYMV. The MHC is HLA-B53:01 with pseudo-sequence HLA-B53:01. The binding affinity (normalized) is 0.0894.